This data is from HIV replication inhibition screening data with 41,000+ compounds from the AIDS Antiviral Screen. The task is: Binary Classification. Given a drug SMILES string, predict its activity (active/inactive) in a high-throughput screening assay against a specified biological target. (1) The compound is COC(OC)(c1ccccc1)C(Br)Br. The result is 0 (inactive). (2) The compound is Cl.O=c1ccn2n1CCCCC2. The result is 0 (inactive). (3) The compound is Cn1c(COC(=O)NC2CCCCC2)c(COC(=O)NC2CCCCC2)c2ccc3cc(Cl)c(Cl)cc3c21. The result is 0 (inactive). (4) The molecule is O=[N+]([O-])c1ccc(NS(=O)(=O)C(F)(F)F)cc1. The result is 0 (inactive). (5) The drug is c1cc(-c2cn3c(n2)SCC3)ccn1. The result is 0 (inactive).